From a dataset of Full USPTO retrosynthesis dataset with 1.9M reactions from patents (1976-2016). Predict the reactants needed to synthesize the given product. (1) Given the product [CH2:36]([NH:33][C:34](=[O:35])[NH:1][C:2]1[CH:3]=[C:4]([NH:22][C:23](=[O:32])[O:24][CH2:25][C:26]2[CH:27]=[CH:28][CH:29]=[CH:30][CH:31]=2)[CH:5]=[N:6][C:7]=1[S:8](=[O:21])(=[O:20])[NH:9][C:10]1[CH:11]=[CH:12][C:13]2[CH2:17][O:16][B:15]([OH:18])[C:14]=2[CH:19]=1)[CH3:37], predict the reactants needed to synthesize it. The reactants are: [NH2:1][C:2]1[CH:3]=[C:4]([NH:22][C:23](=[O:32])[O:24][CH2:25][C:26]2[CH:31]=[CH:30][CH:29]=[CH:28][CH:27]=2)[CH:5]=[N:6][C:7]=1[S:8](=[O:21])(=[O:20])[NH:9][C:10]1[CH:11]=[CH:12][C:13]2[CH2:17][O:16][B:15]([OH:18])[C:14]=2[CH:19]=1.[N:33]([CH2:36][CH3:37])=[C:34]=[O:35]. (2) Given the product [CH3:1][O:2][C:3]1[C:4]([O:26][CH3:27])=[CH:5][C:6]2[C:7]3[C:15]([C:16]4[CH:23]=[CH:22][C:19]([C:20]#[N:21])=[C:18]([CH2:24][OH:28])[CH:17]=4)=[N:14][NH:13][C:8]=3[CH:9]=[N:10][C:11]=2[CH:12]=1, predict the reactants needed to synthesize it. The reactants are: [CH3:1][O:2][C:3]1[C:4]([O:26][CH3:27])=[CH:5][C:6]2[C:7]3[C:15]([C:16]4[CH:23]=[CH:22][C:19]([C:20]#[N:21])=[C:18]([CH:24]=C)[CH:17]=4)=[N:14][NH:13][C:8]=3[CH:9]=[N:10][C:11]=2[CH:12]=1.[O:28]1CCCC1.O=[O+][O-].[BH4-].[Na+]. (3) Given the product [C:20]([O:23][C@H:24]([CH3:30])[CH2:25][CH2:26][CH2:27][CH2:28][N:7]1[C:8](=[O:15])[C:9]2[N:10]([CH2:11][O:12][CH2:13][CH3:14])[C:2]([Br:1])=[N:3][C:4]=2[N:5]([CH3:17])[C:6]1=[O:16])(=[O:22])[CH3:21], predict the reactants needed to synthesize it. The reactants are: [Br:1][C:2]1[N:10]([CH2:11][O:12][CH2:13][CH3:14])[C:9]2[C:8](=[O:15])[NH:7][C:6](=[O:16])[N:5]([CH3:17])[C:4]=2[N:3]=1.[H-].[Na+].[C:20]([O:23][C@H:24]([CH3:30])[CH2:25][CH2:26][CH2:27][CH2:28]Cl)(=[O:22])[CH3:21]. (4) Given the product [CH3:16][O:15][CH2:14][CH2:13][N:7]1[CH2:8][CH2:9][C:4]([NH:10][CH3:11])([C:1]([NH2:2])=[O:3])[CH2:5][CH2:6]1, predict the reactants needed to synthesize it. The reactants are: [C:1]([C:4]1([NH:10][CH3:11])[CH2:9][CH2:8][NH:7][CH2:6][CH2:5]1)(=[O:3])[NH2:2].Br[CH2:13][CH2:14][O:15][CH3:16]. (5) Given the product [CH2:1]([C@:3]12[CH2:19][CH2:18][C:17](=[O:20])[CH2:16][C@H:4]1[CH2:5][CH2:6][CH2:7][C:8]1[CH:13]=[C:12]([OH:14])[CH:11]=[CH:10][C:9]=12)[CH3:2].[CH2:21]([C@@:23]12[CH2:39][CH2:38][C:37](=[O:40])[CH2:36][C@@H:24]1[CH2:25][CH2:26][CH2:27][C:28]1[CH:33]=[C:32]([OH:34])[CH:31]=[CH:30][C:29]=12)[CH3:22], predict the reactants needed to synthesize it. The reactants are: [CH2:1]([C@:3]12[CH2:19][CH2:18][C:17](=[O:20])[CH:16]=[C:4]1[CH2:5][CH2:6][CH2:7][C:8]1[CH:13]=[C:12]([O:14]C)[CH:11]=[CH:10][C:9]=12)[CH3:2].[CH2:21]([C@@:23]12[CH2:39][CH2:38][C:37](=[O:40])[CH:36]=[C:24]1[CH2:25][CH2:26][CH2:27][C:28]1[CH:33]=[C:32]([O:34]C)[CH:31]=[CH:30][C:29]=12)[CH3:22].N1C=CC=CC=1.[H][H].